Dataset: Peptide-MHC class II binding affinity with 134,281 pairs from IEDB. Task: Regression. Given a peptide amino acid sequence and an MHC pseudo amino acid sequence, predict their binding affinity value. This is MHC class II binding data. (1) The peptide sequence is YDKFLANFSTVLTGK. The MHC is DRB1_0701 with pseudo-sequence DRB1_0701. The binding affinity (normalized) is 0.649. (2) The peptide sequence is GELQIVDKWDAAFKI. The MHC is DRB5_0101 with pseudo-sequence DRB5_0101. The binding affinity (normalized) is 0.649. (3) The peptide sequence is TPVNIIGRNLLTQIG. The MHC is HLA-DPA10103-DPB10301 with pseudo-sequence HLA-DPA10103-DPB10301. The binding affinity (normalized) is 0.370. (4) The peptide sequence is GELQIVDFIDAAFKI. The MHC is DRB3_0202 with pseudo-sequence DRB3_0202. The binding affinity (normalized) is 0.164.